The task is: Predict the reaction yield, written as a fraction of the theoretical maximum amount of product (1.0 means a 100% yield; for example, 0.34 means a 34% yield).. This data is from Reaction yield outcomes from USPTO patents with 853,638 reactions. (1) The reactants are [CH3:1][O:2][C:3]1[CH:8]=[CH:7][CH:6]=[CH:5][C:4]=1[N:9]1[C:13](=[O:14])[C:12]([C:15]([O:17][CH2:18][CH3:19])=[O:16])=[CH:11][NH:10]1.F[C:21](F)(F)S(OC)(=O)=O. No catalyst specified. The product is [CH3:1][O:2][C:3]1[CH:8]=[CH:7][CH:6]=[CH:5][C:4]=1[N:9]1[C:13](=[O:14])[C:12]([C:15]([O:17][CH2:18][CH3:19])=[O:16])=[CH:11][N:10]1[CH3:21]. The yield is 0.660. (2) The reactants are C(N(CC)CC)C.[CH:8]([C:10]1[C:18]2[C:13](=[CH:14][C:15]([N:19]3[CH2:24][CH2:23][O:22][CH2:21][CH2:20]3)=[CH:16][CH:17]=2)[N:12](C(OC(C)(C)C)=O)[CH:11]=1)=[O:9].[CH:32](=[N:39][C:40]1[CH:45]=[CH:44][CH:43]=[C:42]([O:46][CH3:47])[CH:41]=1)[C:33]1[CH:38]=[CH:37][CH:36]=[CH:35][CH:34]=1. The catalyst is [Cl-].C([N+]1C(C)=C(CCO)SC=1)C1C=CC=CC=1.C(O)C. The product is [CH3:47][O:46][C:42]1[CH:41]=[C:40]([NH:39][CH:32]([C:33]2[CH:38]=[CH:37][CH:36]=[CH:35][CH:34]=2)[C:8]([C:10]2[C:18]3[C:13](=[CH:14][C:15]([N:19]4[CH2:20][CH2:21][O:22][CH2:23][CH2:24]4)=[CH:16][CH:17]=3)[NH:12][CH:11]=2)=[O:9])[CH:45]=[CH:44][CH:43]=1. The yield is 0.220.